From a dataset of Full USPTO retrosynthesis dataset with 1.9M reactions from patents (1976-2016). Predict the reactants needed to synthesize the given product. (1) Given the product [I-:32].[CH2:1]([N:3]1[C:11]([C:12]2[CH:13]=[N:14][C:15]([CH3:18])=[N:16][CH:17]=2)=[N:10][C:9]2[C:4]1=[N:5][CH:6]=[N:7][C:8]=2[O:19][C@H:20]1[CH2:24][CH2:23][N:22]([C:25]([N:27]2[CH:31]=[CH:30][N+:29]([CH3:33])=[CH:28]2)=[O:26])[CH2:21]1)[CH3:2], predict the reactants needed to synthesize it. The reactants are: [CH2:1]([N:3]1[C:11]([C:12]2[CH:13]=[N:14][C:15]([CH3:18])=[N:16][CH:17]=2)=[N:10][C:9]2[C:4]1=[N:5][CH:6]=[N:7][C:8]=2[O:19][C@H:20]1[CH2:24][CH2:23][N:22]([C:25]([N:27]2[CH:31]=[CH:30][N:29]=[CH:28]2)=[O:26])[CH2:21]1)[CH3:2].[I:32][CH3:33]. (2) The reactants are: [O-]CC.[Na+].[NH2:5][C:6]1[NH:10][N:9]=[C:8]([CH3:11])[C:7]=1[C:12]([O:14][CH2:15][CH3:16])=[O:13].CN1[CH:25]=[CH:24][C:22](=[O:23])N(C)C1=O. Given the product [CH3:11][C:8]1[C:7]([C:12]([O:14][CH2:15][CH3:16])=[O:13])=[C:6]2[NH:5][C:22](=[O:23])[CH:24]=[CH:25][N:10]2[N:9]=1, predict the reactants needed to synthesize it.